This data is from NCI-60 drug combinations with 297,098 pairs across 59 cell lines. The task is: Regression. Given two drug SMILES strings and cell line genomic features, predict the synergy score measuring deviation from expected non-interaction effect. Drug 1: C1=CC(=CC=C1CCC2=CNC3=C2C(=O)NC(=N3)N)C(=O)NC(CCC(=O)O)C(=O)O. Drug 2: C1=CC(=C2C(=C1NCCNCCO)C(=O)C3=C(C=CC(=C3C2=O)O)O)NCCNCCO. Cell line: KM12. Synergy scores: CSS=41.1, Synergy_ZIP=-0.572, Synergy_Bliss=3.73, Synergy_Loewe=4.65, Synergy_HSA=10.3.